Dataset: Forward reaction prediction with 1.9M reactions from USPTO patents (1976-2016). Task: Predict the product of the given reaction. (1) The product is: [F:14][C:2]([F:1])([S:10]([O-:13])(=[O:12])=[O:11])[CH2:3][O:4][C:5](=[O:9])[C:6]([CH3:8])=[CH2:7].[C:23]([C:27]1[CH:32]=[CH:31][CH:30]=[CH:29][C:28]=1[S+:33]([C:40]1[CH:45]=[CH:44][CH:43]=[CH:42][CH:41]=1)[C:34]1[CH:35]=[CH:36][CH:37]=[CH:38][CH:39]=1)([CH3:26])([CH3:24])[CH3:25]. Given the reactants [F:1][C:2]([F:14])([S:10]([O-:13])(=[O:12])=[O:11])[CH2:3][O:4][C:5](=[O:9])[C:6]([CH3:8])=[CH2:7].C([NH+](CC)CC)C.[Br-].[C:23]([C:27]1[CH:32]=[CH:31][CH:30]=[CH:29][C:28]=1[S+:33]([C:40]1[CH:45]=[CH:44][CH:43]=[CH:42][CH:41]=1)[C:34]1[CH:39]=[CH:38][CH:37]=[CH:36][CH:35]=1)([CH3:26])([CH3:25])[CH3:24].ClCCl, predict the reaction product. (2) Given the reactants C(C1OC2C=CC(Cl)=CC=2C=1)(=O)C1C=CC=CC=1.[Cl:19][C:20]1[CH:21]=[CH:22][C:23]2[O:27][C:26](/[C:28](/[C:35]3[CH:40]=[CH:39][CH:38]=[CH:37][CH:36]=3)=[CH:29]\[C:30]([O:32][CH2:33][CH3:34])=[O:31])=[CH:25][C:24]=2[CH:41]=1, predict the reaction product. The product is: [Cl:19][C:20]1[CH:21]=[CH:22][C:23]2[O:27][C:26](/[C:28](/[C:35]3[CH:40]=[CH:39][CH:38]=[CH:37][CH:36]=3)=[CH:29]/[C:30]([O:32][CH2:33][CH3:34])=[O:31])=[CH:25][C:24]=2[CH:41]=1. (3) Given the reactants [CH2:1]([O:8][C:9]1[C:18]2[C:13](=[C:14]([O:19][CH3:20])[CH:15]=[CH:16][CH:17]=2)[N:12]=[C:11]([C:21](OCC)=[O:22])[C:10]=1[CH3:26])[C:2]1[CH:7]=[CH:6][CH:5]=[CH:4][CH:3]=1.[H-].C([Al+]CC(C)C)C(C)C.O.S([O-])([O-])(=O)=O.[Na+].[Na+], predict the reaction product. The product is: [CH2:1]([O:8][C:9]1[C:18]2[C:13](=[C:14]([O:19][CH3:20])[CH:15]=[CH:16][CH:17]=2)[N:12]=[C:11]([CH2:21][OH:22])[C:10]=1[CH3:26])[C:2]1[CH:3]=[CH:4][CH:5]=[CH:6][CH:7]=1. (4) Given the reactants [OH:1][C:2]1[C:11]2[C:6](=[N:7][CH:8]=[CH:9][CH:10]=2)[N:5]([C:12]2[CH:17]=[CH:16][CH:15]=[C:14]([N+:18]([O-:20])=[O:19])[CH:13]=2)[C:4](=[O:21])[CH:3]=1.[N:22]1[CH:27]=[CH:26][C:25]([CH2:28][CH2:29][C:30](O)=[O:31])=[CH:24][CH:23]=1, predict the reaction product. The product is: [OH:1][C:2]1[C:11]2[C:6](=[N:7][CH:8]=[CH:9][CH:10]=2)[N:5]([C:12]2[CH:17]=[CH:16][CH:15]=[C:14]([N+:18]([O-:20])=[O:19])[CH:13]=2)[C:4](=[O:21])[C:3]=1[C:30](=[O:31])[CH2:29][CH2:28][C:25]1[CH:26]=[CH:27][N:22]=[CH:23][CH:24]=1. (5) Given the reactants FC(F)(F)C(O)=O.[NH:8]1[CH2:13][CH2:12][CH:11]([NH:14][C:15]([C@H:17]2[C@H:21]([C:22]3[CH:27]=[CH:26][CH:25]=[C:24]([Cl:28])[C:23]=3[F:29])[C@:20]([C:32]3[CH:37]=[CH:36][C:35]([Cl:38])=[CH:34][C:33]=3[F:39])([C:30]#[N:31])[C@H:19]([CH2:40][C:41]([CH3:44])([CH3:43])[CH3:42])[NH:18]2)=[O:16])[CH2:10][CH2:9]1.[C:45](Cl)(=[O:52])[C:46]1[CH:51]=[CH:50][CH:49]=[CH:48][CH:47]=1.C(N(CC)CC)C, predict the reaction product. The product is: [C:45]([N:8]1[CH2:9][CH2:10][CH:11]([NH:14][C:15]([CH:17]2[CH:21]([C:22]3[CH:27]=[CH:26][CH:25]=[C:24]([Cl:28])[C:23]=3[F:29])[C:20]([C:32]3[CH:37]=[CH:36][C:35]([Cl:38])=[CH:34][C:33]=3[F:39])([C:30]#[N:31])[CH:19]([CH2:40][C:41]([CH3:44])([CH3:43])[CH3:42])[NH:18]2)=[O:16])[CH2:12][CH2:13]1)(=[O:52])[C:46]1[CH:51]=[CH:50][CH:49]=[CH:48][CH:47]=1.